From a dataset of Catalyst prediction with 721,799 reactions and 888 catalyst types from USPTO. Predict which catalyst facilitates the given reaction. Reactant: C(Cl)(=O)C(Cl)=O.[Cl:7][C:8]1[C:13]([C:14]([OH:16])=O)=[CH:12][N:11]=[CH:10][CH:9]=1.[CH2:17]([N:19](CC)CC)C.CN.C1COCC1. Product: [Cl:7][C:8]1[C:13]([C:14]([NH:19][CH3:17])=[O:16])=[CH:12][N:11]=[CH:10][CH:9]=1. The catalyst class is: 59.